This data is from Reaction yield outcomes from USPTO patents with 853,638 reactions. The task is: Predict the reaction yield, written as a fraction of the theoretical maximum amount of product (1.0 means a 100% yield; for example, 0.34 means a 34% yield). (1) The reactants are F[C:2]1[CH:20]=[C:19]([C:21]([F:24])([F:23])[F:22])[CH:18]=[CH:17][C:3]=1[C:4]([NH:6][C:7]1[CH:16]=[CH:15][C:10]([C:11]([O:13]C)=[O:12])=[CH:9][CH:8]=1)=[O:5].[OH-:25].[Li+].[CH3:27][OH:28]. No catalyst specified. The product is [F:22][C:21]([F:24])([F:23])[O:25][C:2]1[CH:20]=[CH:19][C:27]([O:28][C:2]2[CH:20]=[C:19]([C:21]([F:22])([F:24])[F:23])[CH:18]=[CH:17][C:3]=2[C:4]([NH:6][C:7]2[CH:16]=[CH:15][C:10]([C:11]([OH:13])=[O:12])=[CH:9][CH:8]=2)=[O:5])=[CH:4][CH:3]=1. The yield is 0.370. (2) The reactants are [Li+].CC([N-]C(C)C)C.[Cl:9][C:10]1[CH:15]=[CH:14][C:13]([O:16][C:17]([F:20])([F:19])[F:18])=[CH:12][N:11]=1.[I:21]I. The catalyst is O1CCCC1. The product is [Cl:9][C:10]1[CH:15]=[C:14]([I:21])[C:13]([O:16][C:17]([F:18])([F:19])[F:20])=[CH:12][N:11]=1. The yield is 0.320.